Dataset: Full USPTO retrosynthesis dataset with 1.9M reactions from patents (1976-2016). Task: Predict the reactants needed to synthesize the given product. (1) The reactants are: [C:1]1(=[O:7])[CH2:5][CH2:4][C:3](=[O:6])[CH2:2]1.N1C=CN=C1.[F:13][C:14]([F:23])([F:22])[C:15](N1C=CN=C1)=[O:16]. Given the product [F:13][C:14]([F:23])([F:22])[C:15]([CH:2]1[C:3](=[O:6])[CH2:4][CH2:5][C:1]1=[O:7])=[O:16], predict the reactants needed to synthesize it. (2) The reactants are: COC1C=CC(P2(SP(C3C=CC(OC)=CC=3)(=S)S2)=[S:10])=CC=1.[Si:23]([O:40][CH2:41][CH2:42][CH2:43][CH2:44][C:45]([NH2:47])=O)([C:36]([CH3:39])([CH3:38])[CH3:37])([C:30]1[CH:35]=[CH:34][CH:33]=[CH:32][CH:31]=1)[C:24]1[CH:29]=[CH:28][CH:27]=[CH:26][CH:25]=1. Given the product [Si:23]([O:40][CH2:41][CH2:42][CH2:43][CH2:44][C:45](=[S:10])[NH2:47])([C:36]([CH3:39])([CH3:38])[CH3:37])([C:30]1[CH:35]=[CH:34][CH:33]=[CH:32][CH:31]=1)[C:24]1[CH:29]=[CH:28][CH:27]=[CH:26][CH:25]=1, predict the reactants needed to synthesize it. (3) Given the product [Cl:1][C:2]1[CH:7]=[C:6]([Cl:8])[CH:5]=[CH:4][C:3]=1[C:9](=[O:11])[CH2:10][C:12]([O:13][CH2:14][CH3:15])=[O:16], predict the reactants needed to synthesize it. The reactants are: [Cl:1][C:2]1[CH:7]=[C:6]([Cl:8])[CH:5]=[CH:4][C:3]=1[C:9](=[O:11])[CH3:10].[C:12](=O)([O:16]CC)[O:13][CH2:14][CH3:15].[H-].[Na+].C(O)(=O)C. (4) The reactants are: [C:1]1(=[O:8])[CH2:7][CH2:6][CH2:5][CH2:4][CH2:3][CH2:2]1.CO[CH:11](OC)[N:12]([CH3:14])[CH3:13]. Given the product [CH3:11][N:12]([CH:14]=[C:2]1[CH2:3][CH2:4][CH2:5][CH2:6][CH2:7][C:1]1=[O:8])[CH3:13], predict the reactants needed to synthesize it. (5) Given the product [CH3:29][O:28][C:26]([C:25]1[CH:30]=[C:21]([CH:22]=[CH:23][C:24]=1[NH:31][S:32]([C:35]1[CH:40]=[CH:39][CH:38]=[CH:37][CH:36]=1)(=[O:33])=[O:34])[O:20][C:2]1[CH:3]=[CH:4][C:5]([N+:11]([O-:13])=[O:12])=[C:6]([CH:10]=1)[C:7]([OH:9])=[O:8])=[O:27], predict the reactants needed to synthesize it. The reactants are: F[C:2]1[CH:3]=[CH:4][C:5]([N+:11]([O-:13])=[O:12])=[C:6]([CH:10]=1)[C:7]([OH:9])=[O:8].C([O-])([O-])=O.[K+].[K+].[OH:20][C:21]1[CH:22]=[CH:23][C:24]([NH:31][S:32]([C:35]2[CH:40]=[CH:39][CH:38]=[CH:37][CH:36]=2)(=[O:34])=[O:33])=[C:25]([CH:30]=1)[C:26]([O:28][CH3:29])=[O:27]. (6) Given the product [S:15]([O:17][C:6]1[CH:5]=[C:4]2[C:3]([C:4]([CH3:3])=[N:7][N:7]2[S:15]([C:18]([F:19])([F:20])[F:21])(=[O:16])=[O:17])=[CH:2][CH:1]=1)([C:18]([F:21])([F:20])[F:19])(=[O:16])=[O:22], predict the reactants needed to synthesize it. The reactants are: [CH:1]1[CH:6]=[CH:5][C:4]([N:7]([S:15]([C:18]([F:21])([F:20])[F:19])(=[O:17])=[O:16])S(C(F)(F)F)(=O)=O)=[CH:3][CH:2]=1.[OH2:22]. (7) Given the product [C:1]([O:5][C:6]([N:8]1[CH2:9][CH2:10][CH:11]([N:14]([CH2:26][C:22]2[S:21][C:20]([Cl:19])=[N:24][C:23]=2[Cl:25])[CH2:15][CH:16]([CH3:18])[CH3:17])[CH2:12][CH2:13]1)=[O:7])([CH3:4])([CH3:3])[CH3:2], predict the reactants needed to synthesize it. The reactants are: [C:1]([O:5][C:6]([N:8]1[CH2:13][CH2:12][CH:11]([NH:14][CH2:15][CH:16]([CH3:18])[CH3:17])[CH2:10][CH2:9]1)=[O:7])([CH3:4])([CH3:3])[CH3:2].[Cl:19][C:20]1[S:21][C:22]([CH:26]=O)=[C:23]([Cl:25])[N:24]=1.C(O)(=O)C.[BH-](OC(C)=O)(OC(C)=O)OC(C)=O.[Na+].